From a dataset of Catalyst prediction with 721,799 reactions and 888 catalyst types from USPTO. Predict which catalyst facilitates the given reaction. (1) Reactant: [F:1][C:2]1[CH:31]=[CH:30][C:5]([CH2:6][C@H:7]([NH:17][C:18]([C:20]2[NH:29][C:23]3=[CH:24][N:25]=[C:26]([Cl:28])[CH:27]=[C:22]3[CH:21]=2)=[O:19])[C:8]([N:10]2[CH2:15][CH2:14][CH:13]([OH:16])[CH2:12][CH2:11]2)=[O:9])=[CH:4][CH:3]=1.[CH2:32](Br)[C:33]1[CH:38]=[CH:37][CH:36]=[CH:35][CH:34]=1.[H-].[Na+]. Product: [CH2:32]([O:16][CH:13]1[CH2:12][CH2:11][N:10]([C:8](=[O:9])[C@@H:7]([NH:17][C:18]([C:20]2[NH:29][C:23]3=[CH:24][N:25]=[C:26]([Cl:28])[CH:27]=[C:22]3[CH:21]=2)=[O:19])[CH2:6][C:5]2[CH:30]=[CH:31][C:2]([F:1])=[CH:3][CH:4]=2)[CH2:15][CH2:14]1)[C:33]1[CH:38]=[CH:37][CH:36]=[CH:35][CH:34]=1. The catalyst class is: 3. (2) Reactant: [C:1]([OH:12])(=[O:11])[C:2]1[C:3](=[CH:7][CH:8]=[CH:9][CH:10]=1)[C:4]([OH:6])=[O:5].COC(=O)[O-].[CH2:18]([NH+:20]1[CH2:24][CH2:23][N:22]([CH3:25])[CH:21]1[CH3:26])[CH3:19]. Product: [C:1]([O-:12])(=[O:11])[C:2]1[C:3](=[CH:7][CH:8]=[CH:9][CH:10]=1)[C:4]([O-:6])=[O:5].[CH2:18]([NH+:20]1[CH2:24][CH2:23][N:22]([CH3:25])[CH:21]1[CH3:26])[CH3:19].[CH2:18]([NH+:20]1[CH2:24][CH2:23][N:22]([CH3:25])[CH:21]1[CH3:26])[CH3:19]. The catalyst class is: 5.